This data is from Forward reaction prediction with 1.9M reactions from USPTO patents (1976-2016). The task is: Predict the product of the given reaction. Given the reactants [CH2:1]([N:8]1[CH2:13][CH2:12][N:11](C(OC(C)(C)C)=O)[C@@H:10]([CH2:21][CH:22]([O:24][C:25]2[CH:30]=[CH:29][CH:28]=[CH:27][C:26]=2[Br:31])[CH3:23])[CH2:9]1)[C:2]1[CH:7]=[CH:6][CH:5]=[CH:4][CH:3]=1.Cl, predict the reaction product. The product is: [CH2:1]([N:8]1[CH2:13][CH2:12][NH:11][C@@H:10]([CH2:21][CH:22]([O:24][C:25]2[CH:30]=[CH:29][CH:28]=[CH:27][C:26]=2[Br:31])[CH3:23])[CH2:9]1)[C:2]1[CH:3]=[CH:4][CH:5]=[CH:6][CH:7]=1.